From a dataset of TCR-epitope binding with 47,182 pairs between 192 epitopes and 23,139 TCRs. Binary Classification. Given a T-cell receptor sequence (or CDR3 region) and an epitope sequence, predict whether binding occurs between them. The epitope is RAKFKQLL. The TCR CDR3 sequence is CASRPGVGNQPQHF. Result: 1 (the TCR binds to the epitope).